Predict the reactants needed to synthesize the given product. From a dataset of Full USPTO retrosynthesis dataset with 1.9M reactions from patents (1976-2016). (1) The reactants are: [F:1][C:2]1[CH:11]=[C:10]([F:12])[CH:9]=[C:8]2[C:3]=1[C:4]([NH:20][C:21]1[CH:22]=[N:23][CH:24]=[C:25]([N:27]3[CH2:32][CH2:31][O:30][CH2:29][CH2:28]3)[CH:26]=1)=[C:5]([CH3:19])[C:6]([N:13]1[CH2:18][CH2:17][NH:16][CH2:15][CH2:14]1)=[N:7]2.Cl[C:34]([O:36][CH2:37][CH3:38])=[O:35]. Given the product [F:1][C:2]1[CH:11]=[C:10]([F:12])[CH:9]=[C:8]2[C:3]=1[C:4]([NH:20][C:21]1[CH:22]=[N:23][CH:24]=[C:25]([N:27]3[CH2:32][CH2:31][O:30][CH2:29][CH2:28]3)[CH:26]=1)=[C:5]([CH3:19])[C:6]([N:13]1[CH2:14][CH2:15][N:16]([C:34]([O:36][CH2:37][CH3:38])=[O:35])[CH2:17][CH2:18]1)=[N:7]2, predict the reactants needed to synthesize it. (2) Given the product [Cl:15][C:16]1[CH:24]=[C:23]([CH2:25][NH:26][CH2:27][C:28]([F:29])([F:30])[F:31])[CH:22]=[CH:21][C:17]=1[C:18]([NH:6][C:5]1[CH:7]=[CH:8][C:2]([Cl:1])=[C:3]([C:9]2[CH:14]=[CH:13][CH:12]=[CH:11][N:10]=2)[CH:4]=1)=[O:19], predict the reactants needed to synthesize it. The reactants are: [Cl:1][C:2]1[CH:8]=[CH:7][C:5]([NH2:6])=[CH:4][C:3]=1[C:9]1[CH:14]=[CH:13][CH:12]=[CH:11][N:10]=1.[Cl:15][C:16]1[CH:24]=[C:23]([CH2:25][NH:26][CH2:27][C:28]([F:31])([F:30])[F:29])[CH:22]=[CH:21][C:17]=1[C:18](O)=[O:19]. (3) Given the product [CH2:37]([C:19]1[CH:20]=[C:21]([O:24][CH2:25][CH2:26][CH2:27][NH:28][CH3:29])[CH:22]=[CH:23][C:18]=1[C:15]1[S:14][C:13]([C:5]2[CH:6]=[CH:7][C:8]([O:9][CH:10]([CH3:11])[CH3:12])=[C:3]([CH:4]=2)[C:1]#[N:2])=[N:17][CH:16]=1)[CH3:38], predict the reactants needed to synthesize it. The reactants are: [C:1]([C:3]1[CH:4]=[C:5]([C:13]2[S:14][C:15]([C:18]3[CH:23]=[CH:22][C:21]([O:24][CH2:25][CH2:26][CH2:27][N:28](C)[C:29](=O)OC(C)(C)C)=[CH:20][C:19]=3[CH2:37][CH3:38])=[CH:16][N:17]=2)[CH:6]=[CH:7][C:8]=1[O:9][CH:10]([CH3:12])[CH3:11])#[N:2].C(O)(C(F)(F)F)=O. (4) Given the product [CH2:1]([O:3][C:4](=[O:18])[CH:5]([O:15][CH2:16][CH3:17])[CH2:6][C:7]1[CH:12]=[CH:11][C:10]([O:13][CH2:20][C:21]2[N:22]=[C:23]([C:27]3[CH:32]=[CH:31][CH:30]=[CH:29][CH:28]=3)[S:24][C:25]=2[CH3:26])=[CH:9][C:8]=1[CH3:14])[CH3:2], predict the reactants needed to synthesize it. The reactants are: [CH2:1]([O:3][C:4](=[O:18])[CH:5]([O:15][CH2:16][CH3:17])[CH2:6][C:7]1[CH:12]=[CH:11][C:10]([OH:13])=[CH:9][C:8]=1[CH3:14])[CH3:2].Br[CH2:20][C:21]1[N:22]=[C:23]([C:27]2[CH:32]=[CH:31][CH:30]=[CH:29][CH:28]=2)[S:24][C:25]=1[CH3:26].C(=O)([O-])[O-].[Cs+].[Cs+].[I-].[K+]. (5) Given the product [F:1][C:2]1[CH:7]=[CH:6][C:5]([O:8][C:10]2[CH:15]=[CH:14][C:13]([I:16])=[CH:12][N:11]=2)=[CH:4][CH:3]=1, predict the reactants needed to synthesize it. The reactants are: [F:1][C:2]1[CH:7]=[CH:6][C:5]([OH:8])=[CH:4][CH:3]=1.Br[C:10]1[CH:15]=[CH:14][C:13]([I:16])=[CH:12][N:11]=1.C([O-])([O-])=O.[Cs+].[Cs+].CCOC(C)=O.